This data is from Forward reaction prediction with 1.9M reactions from USPTO patents (1976-2016). The task is: Predict the product of the given reaction. (1) Given the reactants [Cl:1][C:2]1[C:6]([Cl:7])=[C:5]([CH3:8])[NH:4][C:3]=1[C:9]([NH:11][C:12]1[CH:17]=[CH:16][C:15]([C:18]#[CH:19])=[CH:14][CH:13]=1)=[O:10].[N:20]([CH2:23][C:24]([O:26][CH2:27][CH3:28])=[O:25])=[N+:21]=[N-:22].CCN(C(C)C)C(C)C, predict the reaction product. The product is: [Cl:1][C:2]1[C:6]([Cl:7])=[C:5]([CH3:8])[NH:4][C:3]=1[C:9]([NH:11][C:12]1[CH:17]=[CH:16][C:15]([C:18]2[N:22]=[N:21][N:20]([CH2:23][C:24]([O:26][CH2:27][CH3:28])=[O:25])[CH:19]=2)=[CH:14][CH:13]=1)=[O:10]. (2) Given the reactants Cl[C:2]1[C:11]2[C:6](=[CH:7][C:8]([O:14][CH2:15][CH2:16][CH2:17][N:18]3[CH2:23][CH2:22][O:21][CH2:20][CH2:19]3)=[C:9]([O:12][CH3:13])[CH:10]=2)[N:5]=[CH:4][N:3]=1.C(=O)([O-])[O-].[K+].[K+].[OH:30][C:31]1[CH:40]=[CH:39][C:38]2[C:33](=[CH:34][CH:35]=[CH:36][CH:37]=2)[N:32]=1.[OH-].[Na+], predict the reaction product. The product is: [CH3:13][O:12][C:9]1[CH:10]=[C:11]2[C:6](=[CH:7][C:8]=1[O:14][CH2:15][CH2:16][CH2:17][N:18]1[CH2:23][CH2:22][O:21][CH2:20][CH2:19]1)[N:5]=[CH:4][N:3]=[C:2]2[O:30][C:31]1[CH:40]=[CH:39][C:38]2[C:33](=[CH:34][CH:35]=[CH:36][CH:37]=2)[N:32]=1. (3) Given the reactants [CH2:1]([O:3][C:4](=[O:39])[CH2:5][CH2:6][CH2:7][O:8][C:9]1[CH:14]=[CH:13][CH:12]=[C:11]([CH2:15][CH2:16][CH2:17][CH2:18][CH2:19][CH2:20][O:21][C:22]2[CH:27]=[C:26](Br)[CH:25]=[C:24]([C:29](=[O:31])[CH3:30])[CH:23]=2)[C:10]=1[CH2:32][CH2:33][C:34]([O:36][CH2:37][CH3:38])=[O:35])[CH3:2].[C:40]1(B(O)O)[CH:45]=[CH:44][CH:43]=[CH:42][CH:41]=1.C(=O)([O-])[O-].[Cs+].[Cs+], predict the reaction product. The product is: [CH2:1]([O:3][C:4](=[O:39])[CH2:5][CH2:6][CH2:7][O:8][C:9]1[CH:14]=[CH:13][CH:12]=[C:11]([CH2:15][CH2:16][CH2:17][CH2:18][CH2:19][CH2:20][O:21][C:22]2[CH:27]=[C:26]([C:40]3[CH:45]=[CH:44][CH:43]=[CH:42][CH:41]=3)[CH:25]=[C:24]([C:29](=[O:31])[CH3:30])[CH:23]=2)[C:10]=1[CH2:32][CH2:33][C:34]([O:36][CH2:37][CH3:38])=[O:35])[CH3:2]. (4) Given the reactants Br[C:2]1[CH:7]=[CH:6][C:5]([CH2:8][C@@H:9]([NH:18][C:19]([C:21]2[N:22]=[N:23][NH:24][CH:25]=2)=[O:20])[CH2:10][C@:11]([CH2:16][OH:17])([CH3:15])[C:12]([OH:14])=[O:13])=[CH:4][CH:3]=1.[Cl:26][C:27]1[CH:32]=[CH:31][C:30]([Cl:33])=[CH:29][C:28]=1B(O)O.C(=O)([O-])[O-].[Na+].[Na+].O, predict the reaction product. The product is: [Cl:26][C:27]1[CH:32]=[CH:31][C:30]([Cl:33])=[CH:29][C:28]=1[C:2]1[CH:7]=[CH:6][C:5]([CH2:8][C@@H:9]([NH:18][C:19]([C:21]2[N:22]=[N:23][NH:24][CH:25]=2)=[O:20])[CH2:10][C@:11]([CH2:16][OH:17])([CH3:15])[C:12]([OH:14])=[O:13])=[CH:4][CH:3]=1.